This data is from Full USPTO retrosynthesis dataset with 1.9M reactions from patents (1976-2016). The task is: Predict the reactants needed to synthesize the given product. (1) Given the product [ClH:47].[NH2:1][C:2]1[N:10]=[CH:9][N:8]=[C:7]2[C:3]=1[N:4]([C:34]1[CH:35]=[CH:36][C:37]([O:40][C:41]3[CH:42]=[CH:43][CH:44]=[CH:45][CH:46]=3)=[CH:38][CH:39]=1)[C:5](=[O:33])[N:6]2[C:11]1[CH:12]=[C:13]([N:17]([CH3:32])[C:18](=[O:31])/[CH:19]=[CH:20]/[CH2:21][NH:22][CH3:23])[CH:14]=[CH:15][CH:16]=1, predict the reactants needed to synthesize it. The reactants are: [NH2:1][C:2]1[N:10]=[CH:9][N:8]=[C:7]2[C:3]=1[N:4]([C:34]1[CH:39]=[CH:38][C:37]([O:40][C:41]3[CH:46]=[CH:45][CH:44]=[CH:43][CH:42]=3)=[CH:36][CH:35]=1)[C:5](=[O:33])[N:6]2[C:11]1[CH:12]=[C:13]([N:17]([CH3:32])[C:18](=[O:31])/[CH:19]=[CH:20]/[CH2:21][N:22](C)[C:23](=O)OC(C)(C)C)[CH:14]=[CH:15][CH:16]=1.[ClH:47]. (2) The reactants are: [Br:1][C:2]1[CH:7]=[CH:6][C:5](F)=[C:4]([N+:9]([O-:11])=[O:10])[CH:3]=1.[NH:12]1[CH:16]=[CH:15][CH:14]=[N:13]1.C(=O)([O-])[O-].[K+].[K+]. Given the product [Br:1][C:2]1[CH:7]=[CH:6][C:5]([N:12]2[CH:16]=[CH:15][CH:14]=[N:13]2)=[C:4]([N+:9]([O-:11])=[O:10])[CH:3]=1, predict the reactants needed to synthesize it. (3) Given the product [CH:1]([C:5]1[CH:10]=[CH:9][C:8]([N:11]2[C:20](=[O:21])[C:19]3[C:14](=[CH:15][CH:16]=[CH:17][CH:18]=3)[N:13]=[C:12]2[C:22]2[CH:27]=[C:26]3[C:25]([CH:28]=[CH:29][NH:30]3)=[CH:24][CH:23]=2)=[CH:7][CH:6]=1)([CH2:3][CH3:4])[CH3:2], predict the reactants needed to synthesize it. The reactants are: [CH:1]([C:5]1[CH:10]=[CH:9][C:8]([N:11]2[C:20](=[O:21])[C:19]3[C:14](=[CH:15][CH:16]=[CH:17][CH:18]=3)[N:13]=[C:12]2[C:22]2[CH:27]=[CH:26][C:25](/[CH:28]=[CH:29]/[N:30](C)C)=[C:24]([N+]([O-])=O)[CH:23]=2)=[CH:7][CH:6]=1)([CH2:3][CH3:4])[CH3:2]. (4) Given the product [Br:14][CH2:15][CH2:16][CH2:17][CH2:18][CH2:19][CH:3]1[C:4](=[O:6])[CH2:5][O:1][C:2]1=[O:7], predict the reactants needed to synthesize it. The reactants are: [O:1]1[CH2:5][C:4](=[O:6])[CH2:3][C:2]1=[O:7].C([O-])([O-])=O.[K+].[K+].[Br:14][CH2:15][CH2:16][CH2:17][CH2:18][CH2:19]Br.